From a dataset of Forward reaction prediction with 1.9M reactions from USPTO patents (1976-2016). Predict the product of the given reaction. (1) Given the reactants [Br:1][C:2]1[CH:19]=[CH:18][C:5]([CH2:6][O:7][C:8]2[CH:13]=[CH:12][C:11](Cl)=[C:10]([N+:15]([O-])=O)[CH:9]=2)=[CH:4][CH:3]=1.[C:20]1([CH:27]=[CH:26][C:24]([OH:25])=[CH:23][CH:22]=1)[OH:21], predict the reaction product. The product is: [NH2:15][C:10]1[CH:9]=[C:8]([O:7][CH2:6][C:5]2[CH:18]=[CH:19][C:2]([Br:1])=[CH:3][CH:4]=2)[CH:13]=[CH:12][C:11]=1[O:21][C:20]1[CH:27]=[CH:26][C:24]([OH:25])=[CH:23][CH:22]=1. (2) Given the reactants [Br:1][C:2]1[CH:3]=[N:4][C:5](Cl)=[C:6]([CH:9]=1)[C:7]#[N:8].C1(C)C=CC=CC=1.C(=O)([O-])[O-].[K+].[K+].[C:24]([N:31]1[CH2:36][CH2:35][NH:34][C@@H:33]([CH3:37])[CH2:32]1)([O:26][C:27]([CH3:30])([CH3:29])[CH3:28])=[O:25], predict the reaction product. The product is: [Br:1][C:2]1[CH:9]=[C:6]([C:7]#[N:8])[C:5]([N:34]2[CH2:35][CH2:36][N:31]([C:24]([O:26][C:27]([CH3:30])([CH3:29])[CH3:28])=[O:25])[CH2:32][C@@H:33]2[CH3:37])=[N:4][CH:3]=1. (3) Given the reactants Cl.Cl.[O:3]1[C:8]2=[CH:9][CH:10]=[CH:11][C:7]2=[CH:6][C:5]([CH:12]2[CH2:17][CH2:16][CH2:15][CH2:14][N:13]2[CH2:18][CH2:19][C@H:20]2[CH2:25][CH2:24][C@H:23]([NH2:26])[CH2:22][CH2:21]2)=[CH:4]1.[F:27][C:28]1[CH:36]=[CH:35][C:31]([C:32](O)=[O:33])=[CH:30][CH:29]=1, predict the reaction product. The product is: [O:3]1[C:8]2=[CH:9][CH:10]=[CH:11][C:7]2=[CH:6][C:5]([CH:12]2[CH2:17][CH2:16][CH2:15][CH2:14][N:13]2[CH2:18][CH2:19][C@H:20]2[CH2:21][CH2:22][C@H:23]([NH:26][C:32](=[O:33])[C:31]3[CH:35]=[CH:36][C:28]([F:27])=[CH:29][CH:30]=3)[CH2:24][CH2:25]2)=[CH:4]1. (4) Given the reactants C(OC1C=CC=CC=1C(NC[CH2:14][CH2:15][CH2:16][NH:17][C:18]1[C:27]2[C:22](=[CH:23][CH:24]=[CH:25][CH:26]=2)[N:21]=[CH:20][CH:19]=1)=O)CCCCC.[CH2:32]([O:38][C:39]1[CH:48]=[CH:47][CH:46]=[CH:45][C:40]=1[C:41](OC)=[O:42])[CH2:33][CH2:34][CH2:35][CH2:36][CH3:37].[NH2:49]CCCN.ClC1C2C(=CC=CC=2)N=CC=1, predict the reaction product. The product is: [CH2:32]([O:38][C:39]1[CH:48]=[CH:47][CH:46]=[CH:45][C:40]=1[C:41]([NH:49][CH2:14][CH2:15][CH2:16][NH:17][C:18]1[C:27]2[C:22](=[CH:23][CH:24]=[CH:25][CH:26]=2)[N:21]=[CH:20][CH:19]=1)=[O:42])[CH2:33][CH2:34][CH2:35][CH2:36][CH3:37]. (5) Given the reactants [H-].[Na+].[CH3:3][CH:4]([CH3:7])[CH2:5][OH:6].[NH2:8][C:9]1[CH:16]=[CH:15][CH:14]=[C:13](F)[C:10]=1[C:11]#[N:12], predict the reaction product. The product is: [NH2:8][C:9]1[CH:16]=[CH:15][CH:14]=[C:13]([O:6][CH2:5][CH:4]([CH3:7])[CH3:3])[C:10]=1[C:11]#[N:12]. (6) Given the reactants Cl[C:2]1[S:6][N:5]=[C:4]([S:7][CH3:8])[N:3]=1.[Cl:9][C:10]1[N:15]=[C:14]([CH2:16][OH:17])[CH:13]=[CH:12][CH:11]=1.[H-].[Na+].[Cl-].[Na+], predict the reaction product. The product is: [Cl:9][C:10]1[N:15]=[C:14]([CH2:16][O:17][C:2]2[S:6][N:5]=[C:4]([S:7][CH3:8])[N:3]=2)[CH:13]=[CH:12][CH:11]=1. (7) Given the reactants [Cl:1][C:2]1[CH:30]=[CH:29][C:5]([CH2:6][N:7]2[C:12](=[O:13])[C:11]([CH2:14]OS(C)(=O)=O)=[CH:10][C:9]([C:20]3[CH:25]=[CH:24][C:23]([O:26][CH3:27])=[C:22]([F:28])[CH:21]=3)=[N:8]2)=[CH:4][CH:3]=1.[CH3:31][NH:32][CH3:33], predict the reaction product. The product is: [Cl:1][C:2]1[CH:30]=[CH:29][C:5]([CH2:6][N:7]2[C:12](=[O:13])[C:11]([CH2:14][N:32]([CH3:33])[CH3:31])=[CH:10][C:9]([C:20]3[CH:25]=[CH:24][C:23]([O:26][CH3:27])=[C:22]([F:28])[CH:21]=3)=[N:8]2)=[CH:4][CH:3]=1. (8) Given the reactants [CH:1]1([C:4]2[C:5]([O:14][C@@H:15]3[CH2:20][CH2:19][CH2:18][N:17]([C@H:21]([C:23]4[CH:28]=[C:27]([Cl:29])[CH:26]=[C:25]([Cl:30])[CH:24]=4)[CH3:22])[CH2:16]3)=[CH:6][C:7]([F:13])=[C:8]([CH:12]=2)[C:9]([O-:11])=[O:10])[CH2:3][CH2:2]1.C1(C2C(O[C@@H]3CCCN([C@@H](C4C=C(Cl)C=C(Cl)C=4)C)C3)=CC(F)=C(C=2)C([O-])=O)CC1, predict the reaction product. The product is: [CH:1]1([C:4]2[C:5]([O:14][C@@H:15]3[CH2:20][CH2:19][CH2:18][N:17]([C@@H:21]([C:23]4[CH:28]=[C:27]([Cl:29])[CH:26]=[C:25]([Cl:30])[CH:24]=4)[CH3:22])[CH2:16]3)=[CH:6][C:7]([F:13])=[C:8]([CH:12]=2)[C:9]([OH:11])=[O:10])[CH2:3][CH2:2]1. (9) Given the reactants C(OC([N:8]1[CH2:13][CH2:12][N:11]([CH2:14][C:15]2[C:16]([C:40]3[CH:45]=[CH:44][CH:43]=[CH:42][CH:41]=3)=[N:17][C:18]3[CH:19]=[C:20]4[O:39][CH2:38][CH2:37][O:36][C:21]4=[CH:22][C:23]=3[C:24]=2[C:25](=[O:35])[NH:26][C@H:27]([CH:29]2[CH2:34][CH2:33][CH2:32][CH2:31][CH2:30]2)[CH3:28])[CH2:10][CH2:9]1)=O)(C)(C)C.C(O)(C(F)(F)F)=O, predict the reaction product. The product is: [CH:29]1([C@@H:27]([NH:26][C:25]([C:24]2[C:23]3[CH:22]=[C:21]4[O:36][CH2:37][CH2:38][O:39][C:20]4=[CH:19][C:18]=3[N:17]=[C:16]([C:40]3[CH:45]=[CH:44][CH:43]=[CH:42][CH:41]=3)[C:15]=2[CH2:14][N:11]2[CH2:12][CH2:13][NH:8][CH2:9][CH2:10]2)=[O:35])[CH3:28])[CH2:34][CH2:33][CH2:32][CH2:31][CH2:30]1.